From a dataset of Full USPTO retrosynthesis dataset with 1.9M reactions from patents (1976-2016). Predict the reactants needed to synthesize the given product. (1) Given the product [CH2:39]([O:30][C:3]1[CH:4]=[C:5]2[C:10](=[C:11]([CH3:12])[C:2]=1[CH3:1])[O:9][C@:8]([CH3:13])([CH2:14][CH2:15][CH2:16][C@H:17]([CH3:18])[CH2:19][CH2:20][CH2:21][C@H:22]([CH3:23])[CH2:24][CH2:25][CH2:26][CH:27]([CH3:29])[CH3:28])[CH2:7][CH2:6]2)[CH:38]=[CH2:37], predict the reactants needed to synthesize it. The reactants are: [CH3:1][C:2]1[C:11]([CH3:12])=[C:10]2[C:5]([CH2:6][CH2:7][C@:8]([CH2:14][CH2:15][CH2:16][C@@H:17]([CH2:19][CH2:20][CH2:21][C@@H:22]([CH2:24][CH2:25][CH2:26][CH:27]([CH3:29])[CH3:28])[CH3:23])[CH3:18])([CH3:13])[O:9]2)=[CH:4][C:3]=1[OH:30].C([O-])([O-])=O.[K+].[K+].[CH2:37](Br)[CH:38]=[CH2:39].CC(C)=O. (2) Given the product [O:1]=[C:2]([C:22]1[CH:27]=[CH:26][CH:25]=[CH:24][CH:23]=1)[CH2:11][CH2:10][C:9]1[CH:8]=[CH:7][CH:6]=[CH:5][C:4]=1[NH:3][C:12](=[O:13])[O:14][C:15]([CH3:18])([CH3:17])[CH3:16], predict the reactants needed to synthesize it. The reactants are: [O:1]=[C:2]1[CH2:11][CH2:10][C:9]2[C:4](=[CH:5][CH:6]=[CH:7][CH:8]=2)[N:3]1[C:12]([O:14][C:15]([CH3:18])([CH3:17])[CH3:16])=[O:13].C(=O)=O.[C:22]1([Li])[CH:27]=[CH:26][CH:25]=[CH:24][CH:23]=1.[Cl-].[NH4+].